Dataset: Peptide-MHC class I binding affinity with 185,985 pairs from IEDB/IMGT. Task: Regression. Given a peptide amino acid sequence and an MHC pseudo amino acid sequence, predict their binding affinity value. This is MHC class I binding data. (1) The peptide sequence is RLDLAGRDL. The MHC is HLA-A02:02 with pseudo-sequence HLA-A02:02. The binding affinity (normalized) is 0.286. (2) The peptide sequence is RPMTYKAAV. The MHC is HLA-B40:01 with pseudo-sequence HLA-B40:01. The binding affinity (normalized) is 0. (3) The peptide sequence is HYLSAILRL. The MHC is H-2-Kd with pseudo-sequence H-2-Kd. The binding affinity (normalized) is 0.580. (4) The peptide sequence is GAGLAFSLMK. The MHC is HLA-A11:01 with pseudo-sequence HLA-A11:01. The binding affinity (normalized) is 0.581. (5) The peptide sequence is YPAVINSNI. The MHC is HLA-B18:01 with pseudo-sequence HLA-B18:01. The binding affinity (normalized) is 0.0847. (6) The peptide sequence is KTNDINVRRR. The MHC is HLA-A31:01 with pseudo-sequence HLA-A31:01. The binding affinity (normalized) is 0.733.